This data is from Experimentally validated miRNA-target interactions with 360,000+ pairs, plus equal number of negative samples. The task is: Binary Classification. Given a miRNA mature sequence and a target amino acid sequence, predict their likelihood of interaction. (1) The miRNA is hsa-miR-1537-5p with sequence AGCUGUAAUUAGUCAGUUUUCU. The protein sequence of the target gene is MRRCTNIRPGETGMDVTSRCTLGDPNKLPEGVPQPARMPYISDKHPRQTLEVINLLRKHRELCDVVLVVGAKKIYAHRVILSACSPYFRAMFTGELAESRQTEVVIRDIDERAMELLIDFAYTSQITVEEGNVQTLLPAACLLQLAEIQEACCEFLKRQLDPSNCLGIRAFADTHSCRELLRIADKFTQHNFQEVMESEEFMLLPANQLIDIISSDELNVRSEEQVFNAVMAWVKYSIQERRPQLPQVLQHVRLPLLSPKFLVGTVGSDPLIKSDEECRDLVDEAKNYLLLPQERPLMQG.... Result: 0 (no interaction). (2) The miRNA is mmu-miR-3057-5p with sequence AUUGGAGCUGAGAUUCUGCGGGAU. The protein sequence of the target gene is MLGWLVIPWNQIFTAACGCFLSDRNYIHMMESNLDALQKTMEELKNGRDDLLGRVSIEEDKGLQRLAQVNGWLSRVQIVESEFKDLLEAMSIETGRLCLLGYCSEDCISSYNYGEKVSKMLEEVKELLSKKDFRMVAQEIIHKVEKKLIQTTVGLDKLVEMAWSSLMNDEIGTLGLYGMGGVGKTTLLESLNNKFVELESEFDVVIWVVVSKDFQFEGIQDQILGRLRSDKEWERETESKKASLIYNNLERKKFVLLLDDLWSEVDMTKIGVPPPTRENGSKIVFTTRSTEVCKHMKADK.... Result: 0 (no interaction). (3) The miRNA is cel-miR-392-3p with sequence UAUCAUCGAUCACGUGUGAUGA. The protein sequence of the target gene is MTEALQWARYHWRRLIRGATRDDDSGPYNYSSLLACGRKSSQTPKLSGRHRIVVPHIQPFKDEYEKFSGAYVNNRIRTTKYTLLNFVPRNLFEQFHRAANLYFLFLVVLNWVPLVEAFQKEITMLPLVVVLTIIAIKDGLEDYRKYKIDKQINNLITKVYSRKEKKYIDRCWKDVTVGDFIRLSCNEVIPADMVLLFSTDPDGICHIETSGLDGESNLKQRQVVRGYAEQDSEVDPEKFSSRIECESPNNDLSRFRGFLEHSNKERVGLSKENLLLRGCTIRNTEAVVGIVVYAGHETKA.... Result: 0 (no interaction). (4) The protein sequence of the target gene is MWLAAAAPSLARRLLFLGPPPPPLLLLVFSRSSRRRLHSLGLAAMPEKRPFERLPADVSPINYSLCLKPDLLDFTFEGKLEAAAQVRQATNQIVMNCADIDIITASYAPEGDEEIHATGFNYQNEDEKVTLSFPSTLQTGTGTLKIDFVGELNDKMKGFYRSKYTTPSGEVRYAAVTQFEATDARRAFPCWDEPAIKATFDISLVVPKDRVALSNMNVIDRKPYPDDENLVEVKFARTPVMSTYLVAFVVGEYDFVETRSKDGVCVRVYTPVGKAEQGKFALEVAAKTLPFYKDYFNVPY.... The miRNA is hsa-miR-141-5p with sequence CAUCUUCCAGUACAGUGUUGGA. Result: 1 (interaction).